This data is from Forward reaction prediction with 1.9M reactions from USPTO patents (1976-2016). The task is: Predict the product of the given reaction. (1) Given the reactants [Cl:1][C:2]1[C:7]([Cl:8])=[CH:6][CH:5]=[CH:4][C:3]=1[CH:9]1[CH2:14][CH2:13][NH:12][CH2:11][CH2:10]1.[C:15](O)(=O)C.C=O.C(O[BH-](OC(=O)C)OC(=O)C)(=O)C.[Na+], predict the reaction product. The product is: [Cl:1][C:2]1[C:7]([Cl:8])=[CH:6][CH:5]=[CH:4][C:3]=1[CH:9]1[CH2:14][CH2:13][N:12]([CH3:15])[CH2:11][CH2:10]1. (2) The product is: [C:56]1([CH:45]([C:39]2[CH:40]=[CH:41][CH:42]=[CH:43][CH:44]=2)[CH2:46][CH2:47][N:48]2[CH2:53][CH2:52][CH:51]([N:54]([CH3:55])[C:36](=[O:38])[CH2:35][C:32]3[CH:31]=[CH:30][C:29]([S:26]([F:25])(=[O:27])=[O:28])=[CH:34][CH:33]=3)[CH2:50][CH2:49]2)[CH:57]=[CH:58][CH:59]=[CH:60][CH:61]=1. Given the reactants CN(C(ON1N=NC2C=CC=NC1=2)=[N+](C)C)C.F[P-](F)(F)(F)(F)F.[F:25][S:26]([C:29]1[CH:34]=[CH:33][C:32]([CH2:35][C:36]([OH:38])=O)=[CH:31][CH:30]=1)(=[O:28])=[O:27].[C:39]1([CH:45]([C:56]2[CH:61]=[CH:60][CH:59]=[CH:58][CH:57]=2)[CH2:46][CH2:47][N:48]2[CH2:53][CH2:52][CH:51]([NH:54][CH3:55])[CH2:50][CH2:49]2)[CH:44]=[CH:43][CH:42]=[CH:41][CH:40]=1.CCN(C(C)C)C(C)C, predict the reaction product. (3) Given the reactants [Cl:1][C:2]1[CH:7]=[CH:6][CH:5]=[C:4]([F:8])[C:3]=1[C:9]1[N:10]=[C:11]2[CH:16]=[CH:15][CH:14]=[C:13](F)[N:12]2[C:18]=1[NH:19][C:20]1[CH:29]=[CH:28][C:23]2[O:24][CH2:25][CH2:26][O:27][C:22]=2[CH:21]=1, predict the reaction product. The product is: [CH:23]([O:24][C:13]1[N:12]2[C:18]([NH:19][C:20]3[CH:29]=[CH:28][C:23]4[O:24][CH2:25][CH2:26][O:27][C:22]=4[CH:21]=3)=[C:9]([C:3]3[C:4]([F:8])=[CH:5][CH:6]=[CH:7][C:2]=3[Cl:1])[N:10]=[C:11]2[CH:16]=[CH:15][CH:14]=1)([CH2:22][CH3:21])[CH3:28]. (4) Given the reactants [Br:1][C:2]1[CH:3]=[CH:4][CH:5]=[C:6]2[C:10]=1[NH:9][C:8]([C:11]([O:13][CH2:14][CH3:15])=[O:12])=[C:7]2[CH2:16][CH2:17][CH2:18][O:19][C:20]1[C:29]2[C:24](=[CH:25][CH:26]=[CH:27][CH:28]=2)[CH:23]=[CH:22][CH:21]=1.[H-].[Na+].[CH3:32][O:33][CH2:34]Cl, predict the reaction product. The product is: [Br:1][C:2]1[CH:3]=[CH:4][CH:5]=[C:6]2[C:10]=1[N:9]([CH2:32][O:33][CH3:34])[C:8]([C:11]([O:13][CH2:14][CH3:15])=[O:12])=[C:7]2[CH2:16][CH2:17][CH2:18][O:19][C:20]1[C:29]2[C:24](=[CH:25][CH:26]=[CH:27][CH:28]=2)[CH:23]=[CH:22][CH:21]=1. (5) Given the reactants [Br:1][C:2]1[N:3]=[C:4]([C:7]([OH:9])=O)[S:5][CH:6]=1.C1C=CC2N(O)N=NC=2C=1.[CH:20]12[NH:27][CH:24]([CH2:25][CH2:26]1)[CH2:23][O:22][CH2:21]2.C(Cl)CCl.C(N(CC)CC)C, predict the reaction product. The product is: [CH:24]12[N:27]([C:7]([C:4]3[S:5][CH:6]=[C:2]([Br:1])[N:3]=3)=[O:9])[CH:20]([CH2:26][CH2:25]1)[CH2:21][O:22][CH2:23]2. (6) Given the reactants Cl.[CH3:2][C:3]1[O:7][C:6]([C:8]2[CH:9]=[C:10]([CH3:14])[CH:11]=[CH:12][CH:13]=2)=[N:5][C:4]=1[CH2:15][O:16][C@H:17]1[CH2:22][CH2:21][CH2:20][C@@H:19]([O:23][CH2:24][C:25]2[CH:30]=[CH:29][CH:28]=[CH:27][C:26]=2[B:31]2[O:35]C(C)(C)C(C)(C)[O:32]2)[CH2:18]1, predict the reaction product. The product is: [CH3:2][C:3]1[O:7][C:6]([C:8]2[CH:9]=[C:10]([CH3:14])[CH:11]=[CH:12][CH:13]=2)=[N:5][C:4]=1[CH2:15][O:16][C@H:17]1[CH2:22][CH2:21][CH2:20][C@@H:19]([O:23][CH2:24][C:25]2[CH:30]=[CH:29][CH:28]=[CH:27][C:26]=2[B:31]([OH:32])[OH:35])[CH2:18]1.